From a dataset of Full USPTO retrosynthesis dataset with 1.9M reactions from patents (1976-2016). Predict the reactants needed to synthesize the given product. (1) Given the product [Cl:1][C:2]1[CH:3]=[C:4]2[C:9](=[CH:10][C:11]=1[O:12][C:13]1[CH:14]=[CH:15][C:16]([C:19](=[O:34])[NH:20][C:21]3[CH:26]=[N:25][C:24]([C:27]4[CH:32]=[CH:31][CH:30]=[C:29]([Cl:33])[CH:28]=4)=[N:23][CH:22]=3)=[CH:17][CH:18]=1)[O:8][CH2:7][CH2:6][CH:5]2[C:35]([OH:37])=[O:36], predict the reactants needed to synthesize it. The reactants are: [Cl:1][C:2]1[CH:3]=[C:4]2[C:9](=[CH:10][C:11]=1[O:12][C:13]1[CH:18]=[CH:17][C:16]([C:19](=[O:34])[NH:20][C:21]3[CH:22]=[N:23][C:24]([C:27]4[CH:32]=[CH:31][CH:30]=[C:29]([Cl:33])[CH:28]=4)=[N:25][CH:26]=3)=[CH:15][CH:14]=1)[O:8][CH2:7][CH2:6][CH:5]2[C:35]([O:37]CC)=[O:36].[OH-].[Na+].C(O)C. (2) Given the product [NH2:34][C:18]1[N:17]=[C:16]([O:15][CH2:11][CH2:12][CH2:13][CH3:14])[N:24]=[C:23]2[C:19]=1[NH:20][C:21](=[O:32])[N:22]2[CH2:25][CH:26]1[CH2:31][CH2:30][CH2:29][N:28]([CH2:36][CH2:37][OH:38])[CH2:27]1, predict the reactants needed to synthesize it. The reactants are: N1C(N)=C2C(NC=N2)=NC=1.[CH2:11]([O:15][C:16]1[N:24]=[C:23]2[C:19]([N:20]=[C:21]([O:32]C)[N:22]2[CH2:25][CH:26]2[CH2:31][CH2:30][CH2:29][NH:28][CH2:27]2)=[C:18]([NH2:34])[N:17]=1)[CH2:12][CH2:13][CH3:14].Br[CH2:36][CH2:37][OH:38].CCN(C(C)C)C(C)C. (3) Given the product [C:43]([O:42][C:24](=[O:25])[NH:20][CH2:21][CH2:22][CH2:23][N:13]1[CH2:14][CH2:15][N:10]([C:7]2[CH:8]=[CH:9][C:4]([NH2:1])=[CH:5][CH:6]=2)[CH2:11][CH2:12]1)([CH3:46])([CH3:45])[CH3:44], predict the reactants needed to synthesize it. The reactants are: [N+:1]([C:4]1[CH:9]=[CH:8][C:7]([N:10]2[CH2:15][CH2:14][NH:13][CH2:12][CH2:11]2)=[CH:6][CH:5]=1)([O-])=O.BrCCC[N:20]1[C:24](=[O:25])[C:23]2=CC=CC=[C:22]2[C:21]1=O.C(=O)([O-])[O-].[K+].[K+].O.NN.C(OC([O:42][C:43]([CH3:46])([CH3:45])[CH3:44])=O)([O:42][C:43]([CH3:46])([CH3:45])[CH3:44])=O. (4) Given the product [F:1][C:2]1[CH:7]=[CH:6][C:5]([C:8]2[C:13]([N:14]3[CH2:19][CH2:18][CH:17]([C:20]([N:22]([CH3:30])[C@@H:23]4[CH2:27][CH2:26][O:25][CH2:24]4)=[O:21])[CH2:16][CH2:15]3)=[CH:12][N:11]=[CH:10][N:9]=2)=[CH:4][CH:3]=1, predict the reactants needed to synthesize it. The reactants are: [F:1][C:2]1[CH:7]=[CH:6][C:5]([C:8]2[C:13]([N:14]3[CH2:19][CH2:18][CH:17]([C:20]([NH:22][C@@H:23]4[CH2:27][CH2:26][O:25][CH2:24]4)=[O:21])[CH2:16][CH2:15]3)=[CH:12][N:11]=[CH:10][N:9]=2)=[CH:4][CH:3]=1.[H-].[Na+].[CH3:30]I.[Cl-].[NH4+]. (5) Given the product [I:7][C:8]1[CH:17]=[CH:16][C:11]([C:12]([O:14][CH3:15])=[O:13])=[C:10]([O:18][CH2:19][CH2:20][C:21]2[CH:26]=[CH:25][CH:24]=[CH:23][CH:22]=2)[CH:9]=1, predict the reactants needed to synthesize it. The reactants are: C(=O)([O-])[O-].[Cs+].[Cs+].[I:7][C:8]1[CH:17]=[CH:16][C:11]([C:12]([O:14][CH3:15])=[O:13])=[C:10]([OH:18])[CH:9]=1.[CH2:19](Br)[CH2:20][C:21]1[CH:26]=[CH:25][CH:24]=[CH:23][CH:22]=1.Cl. (6) Given the product [CH3:60][C:61]1[C:65]([C:11]2[CH:16]=[CH:15][C:14]([C:17](=[C:25]3[CH2:26][C:27]([CH3:33])([CH3:34])[CH2:28][C:29]([CH3:31])([CH3:32])[CH2:30]3)[C:18]3[CH:23]=[CH:22][C:21]([OH:24])=[CH:20][CH:19]=3)=[CH:13][CH:12]=2)=[C:64]([CH3:69])[O:63][N:62]=1, predict the reactants needed to synthesize it. The reactants are: CS(C1C=CC([C:11]2[CH:16]=[CH:15][C:14]([C:17](=[C:25]3[CH2:30][C:29]([CH3:32])([CH3:31])[CH2:28][C:27]([CH3:34])([CH3:33])[CH2:26]3)[C:18]3[CH:23]=[CH:22][C:21]([OH:24])=[CH:20][CH:19]=3)=[CH:13][CH:12]=2)=CC=1)(=O)=O.BrC1C=CC(C(=C2CC(C)(C)CC(C)(C)C2)C2C=CC(O)=CC=2)=CC=1.[CH3:60][C:61]1[C:65](B(O)O)=[C:64]([CH3:69])[O:63][N:62]=1.C([O-])([O-])=O.[Na+].[Na+]. (7) Given the product [C:1]([O:8][CH3:9])(=[O:7])/[CH:2]=[CH:3]/[C:4]([O:6][CH:19]([O:18][C:10]([C:11]1[CH:16]=[CH:15][CH:14]=[CH:13][CH:12]=1)=[O:17])[CH:20]([CH3:22])[CH3:21])=[O:5], predict the reactants needed to synthesize it. The reactants are: [C:1]([O:8][CH3:9])(=[O:7])/[CH:2]=[CH:3]/[C:4]([OH:6])=[O:5].[C:10]([O:18][CH:19](Cl)[CH:20]([CH3:22])[CH3:21])(=[O:17])[C:11]1[CH:16]=[CH:15][CH:14]=[CH:13][CH:12]=1.